This data is from Full USPTO retrosynthesis dataset with 1.9M reactions from patents (1976-2016). The task is: Predict the reactants needed to synthesize the given product. (1) Given the product [CH2:31]([N:12]1[C:11](=[O:23])[N:10]=[C:9]([C:6]2[CH:7]=[CH:8][C:3]([O:2][CH3:1])=[CH:4][CH:5]=2)[C:14]([C:15]2[CH:20]=[CH:19][C:18]([O:21][CH3:22])=[CH:17][CH:16]=2)=[N:13]1)[CH2:32][CH2:33][CH2:34][CH3:35], predict the reactants needed to synthesize it. The reactants are: [CH3:1][O:2][C:3]1[CH:8]=[CH:7][C:6]([C:9]2[C:14]([C:15]3[CH:20]=[CH:19][C:18]([O:21][CH3:22])=[CH:17][CH:16]=3)=[N:13][NH:12][C:11](=[O:23])[N:10]=2)=[CH:5][CH:4]=1.C(=O)([O-])[O-].[K+].[K+].I[CH2:31][CH2:32][CH2:33][CH2:34][CH3:35].CN(C=O)C. (2) The reactants are: [OH:1][C:2]1[CH:7]=[C:6]([O:8][CH2:9][CH:10]([CH3:12])[CH3:11])[CH:5]=[CH:4][C:3]=1[C:13](=[O:22])/[CH:14]=[CH:15]/[C:16]1[CH:21]=[CH:20][CH:19]=[CH:18][N:17]=1. Given the product [OH:1][C:2]1[CH:7]=[C:6]([O:8][CH2:9][CH:10]([CH3:12])[CH3:11])[CH:5]=[CH:4][C:3]=1[C:13](=[O:22])[CH2:14][CH2:15][C:16]1[CH:21]=[CH:20][CH:19]=[CH:18][N:17]=1, predict the reactants needed to synthesize it. (3) Given the product [C:5]([C:4]1[CH:7]=[CH:8][C:9]([O:10][CH3:11])=[C:2]([B:17]([OH:20])[OH:18])[CH:3]=1)#[N:6], predict the reactants needed to synthesize it. The reactants are: Br[C:2]1[CH:3]=[C:4]([CH:7]=[CH:8][C:9]=1[O:10][CH3:11])[C:5]#[N:6].C([Mg]Cl)(C)C.[B:17](OC)([O:20]C)[O:18]C. (4) Given the product [CH3:19][C:18]([CH3:21])([CH3:20])[CH2:17][C@H:16]([C:22]([N:24]1[CH2:47][CH2:46][CH2:45][C@H:25]1[C:26]([NH:28][CH2:29][C:30]1[CH:35]=[C:34]([C:36]([F:37])([F:38])[F:39])[CH:33]=[CH:32][C:31]=1[N:40]1[CH:44]=[N:43][N:42]=[N:41]1)=[O:27])=[O:23])[NH2:15], predict the reactants needed to synthesize it. The reactants are: C(O)(C(F)(F)F)=O.C(OC([NH:15][C@@H:16]([C:22]([N:24]1[CH2:47][CH2:46][CH2:45][C@H:25]1[C:26]([NH:28][CH2:29][C:30]1[CH:35]=[C:34]([C:36]([F:39])([F:38])[F:37])[CH:33]=[CH:32][C:31]=1[N:40]1[CH:44]=[N:43][N:42]=[N:41]1)=[O:27])=[O:23])[CH2:17][C:18]([CH3:21])([CH3:20])[CH3:19])=O)(C)(C)C. (5) Given the product [C:17]([C:21]1[CH:26]=[CH:25][CH:24]=[CH:23][C:22]=1[O:1][CH2:2][CH2:3][CH:4]1[CH2:5][CH2:6][N:7]([C:10]([O:12][C:13]([CH3:16])([CH3:15])[CH3:14])=[O:11])[CH2:8][CH2:9]1)([CH3:20])([CH3:19])[CH3:18], predict the reactants needed to synthesize it. The reactants are: [OH:1][CH2:2][CH2:3][CH:4]1[CH2:9][CH2:8][N:7]([C:10]([O:12][C:13]([CH3:16])([CH3:15])[CH3:14])=[O:11])[CH2:6][CH2:5]1.[C:17]([C:21]1[CH:26]=[CH:25][CH:24]=[CH:23][C:22]=1O)([CH3:20])([CH3:19])[CH3:18].[O-]P([O-])([O-])=O.[K+].[K+].[K+].O. (6) The reactants are: [CH2:1]([C@@H:8]([C:20](=[O:74])[NH:21][CH2:22][CH2:23][CH2:24][NH:25][C@@H:26]([C@H:34]([CH:36]1[C@@H:40]([O:41][Si:42]([C:45]([CH3:48])([CH3:47])[CH3:46])([CH3:44])[CH3:43])[C@@H:39]([O:49][Si:50]([C:53]([CH3:56])([CH3:55])[CH3:54])([CH3:52])[CH3:51])[C@H:38]([N:57]2[CH:62]=[CH:61][C:60](=[O:63])[N:59]([CH2:64][C:65]3[CH:70]=[CH:69][C:68]([O:71][CH3:72])=[CH:67][CH:66]=3)[C:58]2=[O:73])[O:37]1)[OH:35])[C:27]([O:29][C:30]([CH3:33])([CH3:32])[CH3:31])=[O:28])[NH:9]C(=O)OCC1C=CC=CC=1)[C:2]1[CH:7]=[CH:6][CH:5]=[CH:4][CH:3]=1. Given the product [NH2:9][C@@H:8]([CH2:1][C:2]1[CH:3]=[CH:4][CH:5]=[CH:6][CH:7]=1)[C:20]([NH:21][CH2:22][CH2:23][CH2:24][NH:25][C@@H:26]([C@H:34]([CH:36]1[C@@H:40]([O:41][Si:42]([C:45]([CH3:46])([CH3:47])[CH3:48])([CH3:43])[CH3:44])[C@@H:39]([O:49][Si:50]([C:53]([CH3:54])([CH3:55])[CH3:56])([CH3:52])[CH3:51])[C@H:38]([N:57]2[CH:62]=[CH:61][C:60](=[O:63])[N:59]([CH2:64][C:65]3[CH:70]=[CH:69][C:68]([O:71][CH3:72])=[CH:67][CH:66]=3)[C:58]2=[O:73])[O:37]1)[OH:35])[C:27]([O:29][C:30]([CH3:32])([CH3:33])[CH3:31])=[O:28])=[O:74], predict the reactants needed to synthesize it. (7) Given the product [CH3:28][N:29]1[CH2:34][CH2:33][N:32]([CH2:35][C:36]2[CH:37]=[CH:38][C:39]([NH:42][C:4]([C:6]3[C:7]4[N:8]=[CH:9][CH:10]=[N:11][C:12]=4[C:13]([C:16]4[C:17]([F:27])=[C:18]([O:25][CH3:26])[CH:19]=[C:20]([O:23][CH3:24])[C:21]=4[F:22])=[CH:14][CH:15]=3)=[O:3])=[N:40][CH:41]=2)[CH2:31][CH2:30]1, predict the reactants needed to synthesize it. The reactants are: C([O:3][C:4]([C:6]1[C:7]2[N:8]=[CH:9][CH:10]=[N:11][C:12]=2[C:13]([C:16]2[C:21]([F:22])=[C:20]([O:23][CH3:24])[CH:19]=[C:18]([O:25][CH3:26])[C:17]=2[F:27])=[CH:14][CH:15]=1)=O)C.[CH3:28][N:29]1[CH2:34][CH2:33][N:32]([CH2:35][C:36]2[CH:37]=[CH:38][C:39]([NH2:42])=[N:40][CH:41]=2)[CH2:31][CH2:30]1. (8) Given the product [C:1]([O:5][C@@H:6]([C:11]1[C:12]([CH3:34])=[N:13][C:14]2[N:15]([N:24]=[C:25]([C:27]3[CH:32]=[CH:31][CH:30]=[C:29]([Cl:33])[CH:28]=3)[CH:26]=2)[C:16]=1[C:17]1[CH:18]=[CH:19][C:20]([F:23])=[CH:21][CH:22]=1)[C:7]([OH:9])=[O:8])([CH3:4])([CH3:3])[CH3:2], predict the reactants needed to synthesize it. The reactants are: [C:1]([O:5][C@@H:6]([C:11]1[C:12]([CH3:34])=[N:13][C:14]2[N:15]([N:24]=[C:25]([C:27]3[CH:32]=[CH:31][CH:30]=[C:29]([Cl:33])[CH:28]=3)[CH:26]=2)[C:16]=1[C:17]1[CH:22]=[CH:21][C:20]([F:23])=[CH:19][CH:18]=1)[C:7]([O:9]C)=[O:8])([CH3:4])([CH3:3])[CH3:2].[OH-].[Na+].Cl.